Dataset: Cav3 T-type calcium channel HTS with 100,875 compounds. Task: Binary Classification. Given a drug SMILES string, predict its activity (active/inactive) in a high-throughput screening assay against a specified biological target. (1) The molecule is S(c1n(c(nn1)Cc1ccccc1)c1cc(ccc1)C)Cc1onc(n1)c1cc(OC)c(OC)cc1. The result is 1 (active). (2) The compound is Brc1ccc(/C(=N\NC(=O)c2cc(Br)ccc2)C)cc1. The result is 0 (inactive). (3) The compound is ClC1(Cl)C(C1)(c1ccccc1)C(=O)NCCc1ccccc1. The result is 0 (inactive). (4) The result is 0 (inactive). The compound is OC(=O)c1c2ncccc2ccc1. (5) The molecule is O=C(N1CCCC1)c1c(NC(=O)C(N2C(=O)c3c(C2=O)cccc3)CC)cccc1. The result is 0 (inactive).